This data is from Catalyst prediction with 721,799 reactions and 888 catalyst types from USPTO. The task is: Predict which catalyst facilitates the given reaction. (1) Reactant: Br[CH2:2][C:3]1[CH:15]=[CH:14][C:6]2[C:7](=[O:13])[O:8][C:9]([CH3:12])([CH3:11])[O:10][C:5]=2[CH:4]=1.[C:16]([O-:19])(=[O:18])[CH3:17].[Na+].CCCCCCC.C(OCC)(=O)C.O. Product: [C:16]([O:19][CH2:2][C:3]1[CH:15]=[CH:14][C:6]2[C:7](=[O:13])[O:8][C:9]([CH3:12])([CH3:11])[O:10][C:5]=2[CH:4]=1)(=[O:18])[CH3:17]. The catalyst class is: 3. (2) Reactant: [CH:1]1([CH2:4][NH2:5])[CH2:3][CH2:2]1.C(N(CC)CC)C.[Br:13][C:14]1[CH:22]=[CH:21][C:17]([C:18](Cl)=[O:19])=[CH:16][CH:15]=1. Product: [Br:13][C:14]1[CH:22]=[CH:21][C:17]([C:18]([NH:5][CH2:4][CH:1]2[CH2:3][CH2:2]2)=[O:19])=[CH:16][CH:15]=1. The catalyst class is: 1. (3) Reactant: [OH:1][C:2]1[C:9]([O:10][CH3:11])=[CH:8][C:5]([C:6]#[N:7])=[C:4]([CH3:12])[C:3]=1[C:13]#[N:14].C1C(=O)N([Br:22])C(=O)C1.CC(N=NC(C#N)(C)C)(C#N)C. Product: [Br:22][CH2:12][C:4]1[C:3]([C:13]#[N:14])=[C:2]([OH:1])[C:9]([O:10][CH3:11])=[CH:8][C:5]=1[C:6]#[N:7]. The catalyst class is: 2. (4) The catalyst class is: 207. Product: [CH2:33]([O:35][C:36](=[O:48])[CH:37]=[CH:38][C:39]1[CH:40]=[CH:41][C:42]([C:45](=[O:46])[CH:7]([C:6]([O:5][C:1]([CH3:4])([CH3:2])[CH3:3])=[O:19])[C:8]2[C:13]([F:14])=[C:12]([F:15])[C:11]([F:16])=[C:10]([F:17])[C:9]=2[F:18])=[CH:43][CH:44]=1)[CH3:34]. Reactant: [C:1]([O:5][C:6](=[O:19])[CH2:7][C:8]1[C:13]([F:14])=[C:12]([F:15])[C:11]([F:16])=[C:10]([F:17])[C:9]=1[F:18])([CH3:4])([CH3:3])[CH3:2].C[Si]([N-][Si](C)(C)C)(C)C.[Li+].C(=O)=O.[CH2:33]([O:35][C:36](=[O:48])[CH:37]=[CH:38][C:39]1[CH:44]=[CH:43][C:42]([C:45](O)=[O:46])=[CH:41][CH:40]=1)[CH3:34].C(O)(=O)CC(CC(O)=O)(C(O)=O)O. (5) Reactant: [CH:1]1([C:4]2[C:13]3[C:8](=[CH:9][CH:10]=[CH:11][CH:12]=3)[CH:7]=[N:6][C:5]=2[NH2:14])[CH2:3][CH2:2]1.[CH2:15]([O:17][C:18](=[O:29])[C:19]1[CH:24]=[CH:23][C:22]([S:25](Cl)(=[O:27])=[O:26])=[CH:21][CH:20]=1)[CH3:16]. Product: [CH:1]1([C:4]2[C:13]3[C:8](=[CH:9][CH:10]=[CH:11][CH:12]=3)[CH:7]=[N:6][C:5]=2[NH:14][S:25]([C:22]2[CH:21]=[CH:20][C:19]([C:18]([O:17][CH2:15][CH3:16])=[O:29])=[CH:24][CH:23]=2)(=[O:27])=[O:26])[CH2:3][CH2:2]1. The catalyst class is: 17. (6) Reactant: [Br:1][C:2]1[N:6]=[C:5](Br)[N:4]([CH3:8])[N:3]=1.[C:9]1([CH:15]2[CH2:18][NH:17][CH2:16]2)[CH:14]=[CH:13][CH:12]=[CH:11][CH:10]=1.C(N(CC)C(C)C)(C)C. Product: [Br:1][C:2]1[N:6]=[C:5]([N:17]2[CH2:18][CH:15]([C:9]3[CH:14]=[CH:13][CH:12]=[CH:11][CH:10]=3)[CH2:16]2)[N:4]([CH3:8])[N:3]=1. The catalyst class is: 12. (7) Reactant: [C:1]([C:5]1[CH:9]=[C:8]([NH:10][C:11]([NH:13][C:14]2[C:23]3[C:18](=[CH:19][CH:20]=[CH:21][CH:22]=3)[C:17]([O:24][C:25]3[CH:30]=[CH:29][N:28]=[C:27](Cl)[N:26]=3)=[CH:16][CH:15]=2)=[O:12])[N:7]([C:32]2[CH:37]=[CH:36][CH:35]=[C:34]([P:38]([CH3:41])([CH3:40])=[O:39])[CH:33]=2)[N:6]=1)([CH3:4])([CH3:3])[CH3:2].C(OC(=O)[NH:48][C:49]1[C:53]2[CH:54]=[C:55]([NH2:58])[CH:56]=[CH:57][C:52]=2[O:51][N:50]=1)(C)(C)C.Cl.CC(O)C. Product: [NH2:48][C:49]1[C:53]2[CH:54]=[C:55]([NH:58][C:27]3[N:26]=[C:25]([O:24][C:17]4[C:18]5[C:23](=[CH:22][CH:21]=[CH:20][CH:19]=5)[C:14]([NH:13][C:11]([NH:10][C:8]5[N:7]([C:32]6[CH:37]=[CH:36][CH:35]=[C:34]([P:38]([CH3:41])([CH3:40])=[O:39])[CH:33]=6)[N:6]=[C:5]([C:1]([CH3:4])([CH3:3])[CH3:2])[CH:9]=5)=[O:12])=[CH:15][CH:16]=4)[CH:30]=[CH:29][N:28]=3)[CH:56]=[CH:57][C:52]=2[O:51][N:50]=1. The catalyst class is: 1. (8) Reactant: [OH-].[Na+].[Br:3][C:4]1[S:8][C:7]([C:9](OC)=[O:10])=[C:6]([NH:13][CH3:14])[C:5]=1[CH3:15].Cl.[Cl-].[NH4+].C([N:21](CC)CC)C.ON1C2C=CC=CC=2N=N1.Cl.C(N=C=NCCCN(C)C)C.C([O-])(O)=O.[Na+]. Product: [Br:3][C:4]1[S:8][C:7]([C:9]([NH2:21])=[O:10])=[C:6]([NH:13][CH3:14])[C:5]=1[CH3:15]. The catalyst class is: 656. (9) Reactant: [CH:1]1[C:6]([C:7]2[C:16](=[O:17])[C:15]3[CH:14]=[CH:13][C:12]([OH:18])=[CH:11][C:10]=3[O:9][CH:8]=2)=[CH:5][CH:4]=[C:3]([OH:19])[CH:2]=1.[C:20]([O-])([O-])=O.[K+].[K+].IC. Product: [CH3:20][O:18][C:12]1[CH:11]=[C:10]2[C:15]([C:16](=[O:17])[C:7]([C:6]3[CH:5]=[CH:4][C:3]([OH:19])=[CH:2][CH:1]=3)=[CH:8][O:9]2)=[CH:14][CH:13]=1. The catalyst class is: 16.